Dataset: Catalyst prediction with 721,799 reactions and 888 catalyst types from USPTO. Task: Predict which catalyst facilitates the given reaction. (1) Reactant: [CH3:1][O:2][C:3]([C:5]1[C:6]([C:18]2[CH:23]=[CH:22][C:21]([F:24])=[CH:20][CH:19]=2)([CH3:17])[N:7]=[C:8]([C:12]2[S:13][CH:14]=[CH:15][N:16]=2)[NH:9][C:10]=1[CH3:11])=[O:4].[CH3:25][C:26]([O:29][C:30](O[C:30]([O:29][C:26]([CH3:28])([CH3:27])[CH3:25])=[O:31])=[O:31])([CH3:28])[CH3:27]. Product: [CH3:1][O:2][C:3]([C:5]1[C:6]([C:18]2[CH:19]=[CH:20][C:21]([F:24])=[CH:22][CH:23]=2)([CH3:17])[N:7]=[C:8]([C:12]2[S:13][CH:14]=[CH:15][N:16]=2)[N:9]([C:30]([O:29][C:26]([CH3:28])([CH3:27])[CH3:25])=[O:31])[C:10]=1[CH3:11])=[O:4]. The catalyst class is: 64. (2) Reactant: [Br:1][C:2]1[CH:3]=[C:4]([CH2:8][C@@H:9]([OH:17])[CH2:10][C:11]2[CH:16]=[CH:15][CH:14]=[CH:13][CH:12]=2)[CH:5]=[CH:6][CH:7]=1.[H-].[Na+].[CH3:20]I. Product: [Br:1][C:2]1[CH:7]=[CH:6][CH:5]=[C:4]([CH2:8][C@@H:9]([O:17][CH3:20])[CH2:10][C:11]2[CH:12]=[CH:13][CH:14]=[CH:15][CH:16]=2)[CH:3]=1. The catalyst class is: 1. (3) The catalyst class is: 9. Product: [Br:10][C:8]1[CH:7]=[N:6][CH:5]=[C:4]([S:19][C:13]2[CH:18]=[CH:17][CH:16]=[CH:15][CH:14]=2)[CH:9]=1. Reactant: [H-].[Na+].Br[C:4]1[CH:5]=[N:6][CH:7]=[C:8]([Br:10])[CH:9]=1.[Cl-].[NH4+].[C:13]1([SH:19])[CH:18]=[CH:17][CH:16]=[CH:15][CH:14]=1. (4) Reactant: [CH:1]([O:4][C:5]1[CH:13]=[CH:12][C:11]([S:14]([CH3:17])(=[O:16])=[O:15])=[CH:10][C:6]=1[C:7]([OH:9])=O)([CH3:3])[CH3:2].Cl.[N:19]1([C:25]2[S:26][C:27]3[C:28](=[C:30]([OH:34])[CH:31]=[CH:32][CH:33]=3)[N:29]=2)[CH2:24][CH2:23][NH:22][CH2:21][CH2:20]1. Product: [OH:34][C:30]1[C:28]2[N:29]=[C:25]([N:19]3[CH2:24][CH2:23][N:22]([C:7]([C:6]4[CH:10]=[C:11]([S:14]([CH3:17])(=[O:16])=[O:15])[CH:12]=[CH:13][C:5]=4[O:4][CH:1]([CH3:2])[CH3:3])=[O:9])[CH2:21][CH2:20]3)[S:26][C:27]=2[CH:33]=[CH:32][CH:31]=1. The catalyst class is: 7. (5) Reactant: [Cl:1][C:2]1[CH:24]=[CH:23][C:5]([O:6][C:7]2[CH:8]=[C:9]([CH:13]([NH:15]C(=O)OC(C)(C)C)[CH3:14])[CH:10]=[CH:11][CH:12]=2)=[C:4]([C:25]#[N:26])[CH:3]=1. Product: [NH2:15][CH:13]([C:9]1[CH:8]=[C:7]([CH:12]=[CH:11][CH:10]=1)[O:6][C:5]1[CH:23]=[CH:24][C:2]([Cl:1])=[CH:3][C:4]=1[C:25]#[N:26])[CH3:14].[ClH:1]. The catalyst class is: 89. (6) Reactant: C[N:2](C)C=O.[CH3:6][O:7][C:8]([C:10]1[CH:15]=[CH:14][C:13]([C:16](=O)[CH2:17][C:18]([C:20]2[CH:25]=[CH:24][C:23]([O:26][CH2:27][CH2:28][CH2:29][CH2:30][CH3:31])=[CH:22][CH:21]=2)=[O:19])=[CH:12][CH:11]=1)=[O:9].C([O-])(=O)C.[NH4+].O. Product: [NH2:2][C:16]([C:13]1[CH:14]=[CH:15][C:10]([C:8]([O:7][CH3:6])=[O:9])=[CH:11][CH:12]=1)=[CH:17][C:18](=[O:19])[C:20]1[CH:25]=[CH:24][C:23]([O:26][CH2:27][CH2:28][CH2:29][CH2:30][CH3:31])=[CH:22][CH:21]=1. The catalyst class is: 13. (7) Reactant: [CH3:1][C:2]1[CH:3]=[C:4](O)[C:5](=[CH:10][CH:11]=1)[C:6]([O:8]C)=[O:7].CN(C)C(Cl)=[S:16].N12CCN(CC1)CC2.O. Product: [SH:16][C:4]1[CH:3]=[C:2]([CH3:1])[CH:11]=[CH:10][C:5]=1[C:6]([OH:8])=[O:7]. The catalyst class is: 3. (8) Reactant: [C:1]1([NH:7][C:8]([C:10]2[N:11]([CH:38]([CH3:40])[CH3:39])[C:12]([CH2:28][CH2:29][CH:30]3[CH2:35][C@@H:34]([OH:36])[CH2:33][C:32](=[O:37])[O:31]3)=[C:13]([C:21]3[CH:26]=[CH:25][C:24]([F:27])=[CH:23][CH:22]=3)[C:14]=2[C:15]2[CH:20]=[CH:19][CH:18]=[CH:17][CH:16]=2)=[O:9])[CH:6]=[CH:5][CH:4]=[CH:3][CH:2]=1.C([OH:43])C.O.[OH-].[Na+:46]. Product: [Na+:46].[F:27][C:24]1[CH:23]=[CH:22][C:21]([C:13]2[C:14]([C:15]3[CH:16]=[CH:17][CH:18]=[CH:19][CH:20]=3)=[C:10]([C:8](=[O:9])[NH:7][C:1]3[CH:6]=[CH:5][CH:4]=[CH:3][CH:2]=3)[N:11]([CH:38]([CH3:39])[CH3:40])[C:12]=2[CH2:28][CH2:29][CH:30]([OH:43])[CH2:35][C@@H:34]([OH:36])[CH2:33][C:32]([O-:31])=[O:37])=[CH:26][CH:25]=1. The catalyst class is: 100.